This data is from Peptide-MHC class II binding affinity with 134,281 pairs from IEDB. The task is: Regression. Given a peptide amino acid sequence and an MHC pseudo amino acid sequence, predict their binding affinity value. This is MHC class II binding data. (1) The peptide sequence is EGGNIYTKKEAFNVE. The MHC is HLA-DPA10301-DPB10402 with pseudo-sequence HLA-DPA10301-DPB10402. The binding affinity (normalized) is 0.0770. (2) The peptide sequence is RCWLTKNGSYLNVSD. The MHC is DRB1_0101 with pseudo-sequence DRB1_0101. The binding affinity (normalized) is 0.574. (3) The peptide sequence is SSILTDSQTATKRIR. The MHC is DRB1_0405 with pseudo-sequence DRB1_0405. The binding affinity (normalized) is 0.168. (4) The peptide sequence is ATNIQVAINQVRRLI. The MHC is DRB1_0301 with pseudo-sequence DRB1_0301. The binding affinity (normalized) is 0.676. (5) The peptide sequence is NGSQFFLCTAKTAWL. The MHC is DRB1_0101 with pseudo-sequence DRB1_0101. The binding affinity (normalized) is 0.718. (6) The peptide sequence is LFRVYSNFLRGKLKL. The MHC is DRB3_0101 with pseudo-sequence DRB3_0101. The binding affinity (normalized) is 0.159. (7) The peptide sequence is ASMVNGVIKILTYPW. The MHC is HLA-DQA10102-DQB10501 with pseudo-sequence HLA-DQA10102-DQB10501. The binding affinity (normalized) is 0.728. (8) The peptide sequence is EKKYFAATQFEPLAI. The MHC is HLA-DPA10201-DPB11401 with pseudo-sequence HLA-DPA10201-DPB11401. The binding affinity (normalized) is 0.623.